The task is: Predict the product of the given reaction.. This data is from Forward reaction prediction with 1.9M reactions from USPTO patents (1976-2016). (1) Given the reactants [OH:1][CH:2]1[CH2:7][CH2:6][NH:5][CH2:4][CH2:3]1.O=[C:9]1[CH2:13][CH2:12][N:11]([C:14]([O:16][CH2:17][CH3:18])=[O:15])[CH2:10]1.[C-:19]#[N:20].C([Al+]CC)C, predict the reaction product. The product is: [C:19]([C:9]1([N:5]2[CH2:6][CH2:7][CH:2]([OH:1])[CH2:3][CH2:4]2)[CH2:13][CH2:12][N:11]([C:14]([O:16][CH2:17][CH3:18])=[O:15])[CH2:10]1)#[N:20]. (2) Given the reactants [Cl:1][C:2]1[CH:7]=[C:6]([I:8])[CH:5]=[CH:4][C:3]=1[NH:9][C:10]1[C:18]([F:19])=[C:17]([F:20])[CH:16]=[CH:15][C:11]=1[C:12]([OH:14])=[O:13].N1C=CC=CC=1.FC(F)(F)C(O[C:32]1[C:37]([F:38])=[C:36]([F:39])[C:35]([F:40])=[C:34]([F:41])[C:33]=1[F:42])=O, predict the reaction product. The product is: [F:38][C:37]1[C:32]([O:13][C:12](=[O:14])[C:11]2[CH:15]=[CH:16][C:17]([F:20])=[C:18]([F:19])[C:10]=2[NH:9][C:3]2[CH:4]=[CH:5][C:6]([I:8])=[CH:7][C:2]=2[Cl:1])=[C:33]([F:42])[C:34]([F:41])=[C:35]([F:40])[C:36]=1[F:39]. (3) Given the reactants [CH3:1][C:2]1[N:10]=[CH:9][CH:8]=[CH:7][C:3]=1[C:4]([OH:6])=O.CCN=C=NCCCN(C)C.C1C=CC2N(O)N=NC=2C=1.[C:32]([NH2:36])([CH3:35])([CH3:34])[CH3:33].CCN(C(C)C)C(C)C, predict the reaction product. The product is: [C:32]([NH:36][C:4](=[O:6])[C:3]1[CH:7]=[CH:8][CH:9]=[N:10][C:2]=1[CH3:1])([CH3:35])([CH3:34])[CH3:33].